From a dataset of NCI-60 drug combinations with 297,098 pairs across 59 cell lines. Regression. Given two drug SMILES strings and cell line genomic features, predict the synergy score measuring deviation from expected non-interaction effect. Drug 1: C1=C(C(=O)NC(=O)N1)F. Drug 2: CCC(=C(C1=CC=CC=C1)C2=CC=C(C=C2)OCCN(C)C)C3=CC=CC=C3.C(C(=O)O)C(CC(=O)O)(C(=O)O)O. Cell line: ACHN. Synergy scores: CSS=41.0, Synergy_ZIP=2.82, Synergy_Bliss=1.47, Synergy_Loewe=-3.10, Synergy_HSA=0.832.